From a dataset of Full USPTO retrosynthesis dataset with 1.9M reactions from patents (1976-2016). Predict the reactants needed to synthesize the given product. (1) Given the product [NH4+:1].[OH-:9].[CH:45]([NH:44][C:42]([C@H:39]1[CH2:38][CH2:37][C@@H:36]([NH:35][C:33]2[C:32]([N+:48]([O-:50])=[O:49])=[CH:31][N:30]=[C:29]([O:9][CH2:8][CH2:7][N:1]3[CH2:6][CH2:5][CH2:4][CH2:3][CH2:2]3)[CH:34]=2)[CH2:41][CH2:40]1)=[O:43])([CH3:47])[CH3:46], predict the reactants needed to synthesize it. The reactants are: [N:1]1([CH2:7][CH2:8][OH:9])[CH2:6][CH2:5][CH2:4][CH2:3][CH2:2]1.C1OCCOCCOCCOCCOCCOC1.Cl[C:29]1[CH:34]=[C:33]([NH:35][C@@H:36]2[CH2:41][CH2:40][C@H:39]([C:42]([NH:44][CH:45]([CH3:47])[CH3:46])=[O:43])[CH2:38][CH2:37]2)[C:32]([N+:48]([O-:50])=[O:49])=[CH:31][N:30]=1.C(=O)([O-])[O-].[Cs+].[Cs+]. (2) Given the product [C:1]([O:5][C:6]([N:8]1[CH2:13][C@@H:12]([C:14](=[O:37])[NH:15][CH2:16][C:17]2([CH2:31][CH2:32][CH2:33][CH2:34][O:35][CH3:36])[C:18]3[CH:19]=[CH:20][CH:21]=[CH:22][C:23]=3[O:24][C:25]3[C:30]2=[CH:29][CH:28]=[CH:27][CH:26]=3)[CH2:11][C@@H:10]([C:38](=[O:39])[NH:45][CH2:44][CH2:43][C:42]([CH3:47])([CH3:46])[CH3:41])[CH2:9]1)=[O:7])([CH3:2])([CH3:3])[CH3:4], predict the reactants needed to synthesize it. The reactants are: [C:1]([O:5][C:6]([N:8]1[CH2:13][C@@H:12]([C:14](=[O:37])[NH:15][CH2:16][C:17]2([CH2:31][CH2:32][CH2:33][CH2:34][O:35][CH3:36])[C:30]3[CH:29]=[CH:28][CH:27]=[CH:26][C:25]=3[O:24][C:23]3[C:18]2=[CH:19][CH:20]=[CH:21][CH:22]=3)[CH2:11][C@@H:10]([C:38](O)=[O:39])[CH2:9]1)=[O:7])([CH3:4])([CH3:3])[CH3:2].[CH3:41][C:42]([CH3:47])([CH3:46])[CH2:43][CH2:44][NH2:45]. (3) The reactants are: [Br:1][C:2]1[C:10]2[C:5](=[CH:6][C:7]([N+:11]([O-])=O)=[CH:8][CH:9]=2)[N:4]([S:14]([C:17]2[CH:22]=[CH:21][CH:20]=[CH:19][CH:18]=2)(=[O:16])=[O:15])[CH:3]=1.O.[Sn](Cl)Cl. Given the product [Br:1][C:2]1[C:10]2[C:5](=[CH:6][C:7]([NH2:11])=[CH:8][CH:9]=2)[N:4]([S:14]([C:17]2[CH:22]=[CH:21][CH:20]=[CH:19][CH:18]=2)(=[O:16])=[O:15])[CH:3]=1, predict the reactants needed to synthesize it. (4) The reactants are: [Si:1]([O:18][CH2:19][C@H:20](O)[CH2:21][N:22]1[CH:26]=[CH:25][N:24]=[C:23]1[CH2:27][OH:28])([C:14]([CH3:17])([CH3:16])[CH3:15])([C:8]1[CH:13]=[CH:12][CH:11]=[CH:10][CH:9]=1)[C:2]1[CH:7]=[CH:6][CH:5]=[CH:4][CH:3]=1.O1CCCC1.[H-].[Na+].C(=O)(O)[O-].[Na+]. Given the product [C:14]([Si:1]([O:18][CH2:19][C@@H:20]1[O:28][CH2:27][C:23]2=[N:24][CH:25]=[CH:26][N:22]2[CH2:21]1)([C:8]1[CH:9]=[CH:10][CH:11]=[CH:12][CH:13]=1)[C:2]1[CH:3]=[CH:4][CH:5]=[CH:6][CH:7]=1)([CH3:17])([CH3:15])[CH3:16], predict the reactants needed to synthesize it. (5) Given the product [CH2:13]([N:3]([CH2:1][CH3:2])[C:4](=[O:12])[C:5]1[CH:6]=[C:7]([CH3:11])[CH:8]=[CH:9][C:10]=1[Si:16]([CH3:18])([CH3:17])[CH3:15])[CH3:14], predict the reactants needed to synthesize it. The reactants are: [CH2:1]([N:3]([CH2:13][CH3:14])[C:4](=[O:12])[C:5]1[CH:10]=[CH:9][CH:8]=[C:7]([CH3:11])[CH:6]=1)[CH3:2].[CH3:15][Si:16](Cl)([CH3:18])[CH3:17]. (6) Given the product [CH3:1][O:2][C:3]1[CH:4]=[CH:5][C:6]([CH2:7][N:8]2[CH:12]=[C:11]([NH2:13])[CH:10]=[N:9]2)=[CH:16][CH:17]=1, predict the reactants needed to synthesize it. The reactants are: [CH3:1][O:2][C:3]1[CH:17]=[CH:16][C:6]([CH2:7][N:8]2[CH:12]=[C:11]([N+:13]([O-])=O)[CH:10]=[N:9]2)=[CH:5][CH:4]=1.[Cl-].[NH4+].O.C(OCC)(=O)C. (7) Given the product [CH:1]1([C:5]2[C:6]([OH:11])=[C:7]([CH:8]=[CH:9][CH:10]=2)[CH:28]=[O:29])[CH2:2][CH2:3][CH2:4]1, predict the reactants needed to synthesize it. The reactants are: [CH:1]1([C:5]2[CH:10]=[CH:9][CH:8]=[CH:7][C:6]=2[O:11]COC)[CH2:4][CH2:3][CH2:2]1.C([Li])(CC)C.C1CCCCC1.CN(C)[CH:28]=[O:29].Cl. (8) Given the product [CH3:1][C:2]1[CH:3]=[C:4]2[C:9](=[CH:10][CH:11]=1)[O:8][CH2:7][CH:6]([C:25]([O:27][CH2:28][CH3:29])=[O:26])[C:5]2=[O:12], predict the reactants needed to synthesize it. The reactants are: [CH3:1][C:2]1[CH:3]=[C:4]2[C:9](=[CH:10][CH:11]=1)[O:8][CH2:7][CH2:6][C:5]2=[O:12].C[Si](C)(C)[N-][Si](C)(C)C.[Li+].C([C:25]([O:27][CH2:28][CH3:29])=[O:26])#N.